This data is from NCI-60 drug combinations with 297,098 pairs across 59 cell lines. The task is: Regression. Given two drug SMILES strings and cell line genomic features, predict the synergy score measuring deviation from expected non-interaction effect. (1) Drug 1: CC(C)(C#N)C1=CC(=CC(=C1)CN2C=NC=N2)C(C)(C)C#N. Drug 2: C1C(C(OC1N2C=NC(=NC2=O)N)CO)O. Cell line: NCI-H522. Synergy scores: CSS=12.9, Synergy_ZIP=-2.48, Synergy_Bliss=-3.82, Synergy_Loewe=0.161, Synergy_HSA=0.376. (2) Drug 1: CC1=CC2C(CCC3(C2CCC3(C(=O)C)OC(=O)C)C)C4(C1=CC(=O)CC4)C. Drug 2: CCCS(=O)(=O)NC1=C(C(=C(C=C1)F)C(=O)C2=CNC3=C2C=C(C=N3)C4=CC=C(C=C4)Cl)F. Cell line: EKVX. Synergy scores: CSS=2.04, Synergy_ZIP=-1.61, Synergy_Bliss=1.14, Synergy_Loewe=-1.36, Synergy_HSA=-0.792.